Dataset: Catalyst prediction with 721,799 reactions and 888 catalyst types from USPTO. Task: Predict which catalyst facilitates the given reaction. (1) Reactant: [CH3:1][O:2][C:3]1[CH:8]=[CH:7][C:6]([CH2:9][C:10]([CH3:15])([N+:12]([O-])=O)[CH3:11])=[CH:5][CH:4]=1. Product: [CH3:1][O:2][C:3]1[CH:8]=[CH:7][C:6]([CH2:9][C:10]([CH3:15])([NH2:12])[CH3:11])=[CH:5][CH:4]=1. The catalyst class is: 43. (2) Reactant: [Cl:1][C:2]1[C:3]([N+:10]([O-:12])=[O:11])=[CH:4][C:5]([CH3:9])=[C:6]([CH:8]=1)[NH2:7].[C:13](OC(=O)C)(=[O:15])[CH3:14]. Product: [Cl:1][C:2]1[C:3]([N+:10]([O-:12])=[O:11])=[CH:4][C:5]([CH3:9])=[C:6]([NH:7][C:13](=[O:15])[CH3:14])[CH:8]=1. The catalyst class is: 143. (3) Reactant: [F:1][C:2]1[CH:7]=[CH:6][CH:5]=[C:4]([F:8])[C:3]=1[C:9]1[N:13]([S:14]([C:17]2[CH:18]=[N:19][CH:20]=[CH:21][CH:22]=2)(=[O:16])=[O:15])[CH:12]=[C:11]([CH:23]=[O:24])[CH:10]=1.[Cl:25]N1C(=O)CCC1=O.O. Product: [Cl:25][C:12]1[N:13]([S:14]([C:17]2[CH:18]=[N:19][CH:20]=[CH:21][CH:22]=2)(=[O:16])=[O:15])[C:9]([C:3]2[C:2]([F:1])=[CH:7][CH:6]=[CH:5][C:4]=2[F:8])=[CH:10][C:11]=1[CH:23]=[O:24]. The catalyst class is: 213. (4) Reactant: [NH2:1][C:2]1[C:7]([OH:8])=[C:6]([S:9]([N:12]2[CH2:16][CH2:15][C@@H:14]([NH2:17])[CH2:13]2)(=[O:11])=[O:10])[C:5]([Cl:18])=[CH:4][CH:3]=1.[C:19](O[C:19]([O:21][C:22]([CH3:25])([CH3:24])[CH3:23])=[O:20])([O:21][C:22]([CH3:25])([CH3:24])[CH3:23])=[O:20]. Product: [C:22]([O:21][C:19](=[O:20])[NH:17][C@@H:14]1[CH2:15][CH2:16][N:12]([S:9]([C:6]2[C:5]([Cl:18])=[CH:4][CH:3]=[C:2]([NH2:1])[C:7]=2[OH:8])(=[O:11])=[O:10])[CH2:13]1)([CH3:25])([CH3:24])[CH3:23]. The catalyst class is: 2. (5) The catalyst class is: 372. Product: [ClH:20].[CH3:1][O:2][C:3](=[O:21])[C@H:4]([C:14]1[CH:19]=[CH:18][CH:17]=[CH:16][C:15]=1[Cl:20])[N:5]1[CH2:10][CH2:9][C:8]2[S:11][CH:12]=[CH:13][C:7]=2[CH2:6]1. Reactant: [CH3:1][O:2][C:3](=[O:21])[C@H:4]([C:14]1[CH:19]=[CH:18][CH:17]=[CH:16][C:15]=1[Cl:20])[N:5]1[CH2:10][CH2:9][C:8]2[S:11][CH:12]=[CH:13][C:7]=2[CH2:6]1.Cl. (6) Reactant: [N+:1]([C:4]1[CH:5]=[CH:6][C:7]([OH:10])=[N:8][CH:9]=1)([O-:3])=[O:2].[Cl:11]([O-])(=O)=O.[K+]. Product: [Cl:11][C:6]1[C:7]([OH:10])=[N:8][CH:9]=[C:4]([N+:1]([O-:3])=[O:2])[CH:5]=1. The catalyst class is: 126.